Dataset: Reaction yield outcomes from USPTO patents with 853,638 reactions. Task: Predict the reaction yield, written as a fraction of the theoretical maximum amount of product (1.0 means a 100% yield; for example, 0.34 means a 34% yield). (1) The reactants are [Cl:1][C:2]1[CH:7]=[C:6]([N:8]2[CH2:13][CH2:12][O:11][CH2:10][CH2:9]2)[N:5]=[C:4]([CH3:14])[C:3]=1[C:15]([OH:17])=O.F[P-](F)(F)(F)(F)F.N1(OC(N(C)C)=[N+](C)C)C2N=CC=CC=2N=N1.C(N(CC)CC)C.[CH3:49][C:50]([CH3:56])([CH3:55])[CH2:51][CH2:52][CH2:53][NH2:54]. The catalyst is C1COCC1.[Cl-].[NH4+]. The product is [Cl:1][C:2]1[CH:7]=[C:6]([N:8]2[CH2:9][CH2:10][O:11][CH2:12][CH2:13]2)[N:5]=[C:4]([CH3:14])[C:3]=1[C:15]([NH:54][CH2:53][CH2:52][CH2:51][C:50]([CH3:56])([CH3:55])[CH3:49])=[O:17]. The yield is 0.740. (2) The reactants are [F:1][C:2]1[CH:7]=[CH:6][C:5]([C:8](=[O:16])[CH2:9][N:10]2[CH:14]=[CH:13][N:12]=[C:11]2[CH3:15])=[CH:4][CH:3]=1.[BH4-].[Na+]. The catalyst is CO. The product is [F:1][C:2]1[CH:7]=[CH:6][C:5]([CH:8]([OH:16])[CH2:9][N:10]2[CH:14]=[CH:13][N:12]=[C:11]2[CH3:15])=[CH:4][CH:3]=1. The yield is 0.840. (3) The reactants are C[O:2][C:3]([C:5]1[CH:6]=[N:7][C:8]([C:11]2[CH:12]=[N:13][CH:14]=[CH:15][CH:16]=2)=[N:9][CH:10]=1)=[O:4].[Li+].[OH-]. The catalyst is CO. The product is [N:13]1[CH:14]=[CH:15][CH:16]=[C:11]([C:8]2[N:7]=[CH:6][C:5]([C:3]([OH:4])=[O:2])=[CH:10][N:9]=2)[CH:12]=1. The yield is 0.300. (4) The reactants are [C:1]([C:5]1[CH:6]=[C:7]([OH:11])[CH:8]=[CH:9][CH:10]=1)([CH3:4])([CH3:3])[CH3:2].[CH3:12][O:13]C(Cl)Cl.Cl.O. The catalyst is C(Cl)Cl. The product is [C:1]([C:5]1[CH:10]=[CH:9][C:8]([CH:12]=[O:13])=[C:7]([OH:11])[CH:6]=1)([CH3:4])([CH3:2])[CH3:3]. The yield is 0.520. (5) The reactants are Cl.Cl.[C:3]([C:5]1[CH:10]=[CH:9][C:8]([S:11]([NH:14][CH2:15][CH2:16][N:17]2[CH2:24][CH:23]3[O:25][CH:19]([CH2:20][NH:21][CH2:22]3)[CH2:18]2)(=[O:13])=[O:12])=[CH:7][CH:6]=1)#[N:4].[O:26]1[C:30]2[CH:31]=[CH:32][CH:33]=[CH:34][C:29]=2[C:28]([CH2:35][CH2:36]OS(C)(=O)=O)=[N:27]1.C(=O)([O-])[O-].[K+].[K+].C(#N)C. The catalyst is O. The product is [O:26]1[C:30]2[CH:31]=[CH:32][CH:33]=[CH:34][C:29]=2[C:28]([CH2:35][CH2:36][N:21]2[CH2:22][CH:23]3[O:25][CH:19]([CH2:18][N:17]([CH2:16][CH2:15][NH:14][S:11]([C:8]4[CH:9]=[CH:10][C:5]([C:3]#[N:4])=[CH:6][CH:7]=4)(=[O:13])=[O:12])[CH2:24]3)[CH2:20]2)=[N:27]1. The yield is 0.415. (6) The reactants are [Cl:1]N1C(=O)CCC1=O.CN(C)C=O.[Br:14][C:15]1[CH:16]=[CH:17][C:18]([NH2:21])=[N:19][CH:20]=1.[OH-].[Na+]. The catalyst is O. The product is [Br:14][C:15]1[CH:16]=[C:17]([Cl:1])[C:18]([NH2:21])=[N:19][CH:20]=1. The yield is 0.880.